Dataset: Forward reaction prediction with 1.9M reactions from USPTO patents (1976-2016). Task: Predict the product of the given reaction. (1) Given the reactants [CH3:1][C@@:2]1([CH2:15][N:16]2[N:20]=[N:19][CH:18]=[CH:17]2)[S:6](=[O:8])(=[O:7])[C@@H:5]2[CH2:9][C:10](=[O:11])[N:4]2[C@H:3]1[C:12]([OH:14])=[O:13].[NH2:21][C@H:22]([C:30]([OH:32])=[O:31])[CH2:23][CH2:24][CH2:25][NH:26][C:27](=[NH:29])[NH2:28], predict the reaction product. The product is: [CH3:1][C@@:2]1([CH2:15][N:16]2[N:20]=[N:19][CH:18]=[CH:17]2)[S:6](=[O:7])(=[O:8])[C@@H:5]2[CH2:9][C:10](=[O:11])[N:4]2[C@H:3]1[C:12]([OH:14])=[O:13].[NH2:21][C@H:22]([C:30]([OH:32])=[O:31])[CH2:23][CH2:24][CH2:25][NH:26][C:27](=[NH:28])[NH2:29]. (2) The product is: [Cl:19][C:17]1[CH:16]=[CH:15][C:14]([NH:20][C:21](=[O:23])[CH3:22])=[C:13]([C:10]2[CH:11]=[CH:12][C:7]([N:6]3[C:5]4[C:24]([Cl:28])=[CH:25][CH:26]=[CH:27][C:4]=4[N:3]([CH2:13][C:10]4[CH:11]=[CH:12][CH:7]=[C:8]5[C:9]=4[CH:29]=[CH:30][NH:31]5)[C:2]3=[NH:1])=[CH:8][CH:9]=2)[CH:18]=1. Given the reactants [NH2:1][C:2]1[N:6]([C:7]2[CH:12]=[CH:11][C:10]([C:13]3[CH:18]=[C:17]([Cl:19])[CH:16]=[CH:15][C:14]=3[NH:20][C:21](=[O:23])[CH3:22])=[CH:9][CH:8]=2)[C:5]2[C:24]([Cl:28])=[CH:25][CH:26]=[CH:27][C:4]=2[N:3]=1.[CH3:29][C:30]#[N:31], predict the reaction product. (3) Given the reactants C([O:3][C:4](=O)[CH:5]([N:12]1[CH:17]=[CH:16][C:15](=[O:18])[NH:14][C:13]1=[O:19])[CH2:6][C:7]([O:9][CH2:10][CH3:11])=[O:8])C.[BH4-].[Na+], predict the reaction product. The product is: [CH2:10]([O:9][C:7](=[O:8])[CH2:6][CH:5]([N:12]1[CH:17]=[CH:16][C:15](=[O:18])[NH:14][C:13]1=[O:19])[CH2:4][OH:3])[CH3:11]. (4) Given the reactants Cl[CH2:2][C:3]([NH:5][C:6]1[C:11]([CH2:12][OH:13])=[CH:10][CH:9]=[CH:8][C:7]=1[Cl:14])=[O:4].CN(C)[CH:17]=[N:18][C:19](=[S:40])[NH:20][C:21]([C:34]1[CH:39]=[CH:38][CH:37]=[CH:36][CH:35]=1)([C:28]1[CH:33]=[CH:32][CH:31]=[CH:30][CH:29]=1)[C:22]1[CH:27]=[CH:26][CH:25]=[CH:24][CH:23]=1, predict the reaction product. The product is: [Cl:14][C:7]1[CH:8]=[CH:9][CH:10]=[C:11]([CH2:12][OH:13])[C:6]=1[NH:5][C:3]([C:2]1[S:40][C:19]([NH:20][C:21]([C:28]2[CH:33]=[CH:32][CH:31]=[CH:30][CH:29]=2)([C:22]2[CH:23]=[CH:24][CH:25]=[CH:26][CH:27]=2)[C:34]2[CH:39]=[CH:38][CH:37]=[CH:36][CH:35]=2)=[N:18][CH:17]=1)=[O:4]. (5) Given the reactants [CH:1]([CH:3]1[C:12]2[C:7](=[CH:8][C:9]([C:13]#[N:14])=[CH:10][CH:11]=2)[O:6][CH2:5][CH2:4]1)=O.[N:15]1([CH2:21][CH2:22][C:23]2[CH:32]=[CH:31][C:26]3[C:27](=[O:30])[O:28][CH2:29][C:25]=3[CH:24]=2)[CH2:20][CH2:19][NH:18][CH2:17][CH2:16]1.C(O[BH-](OC(=O)C)OC(=O)C)(=O)C.[Na+], predict the reaction product. The product is: [O:30]=[C:27]1[C:26]2[CH:31]=[CH:32][C:23]([CH2:22][CH2:21][N:15]3[CH2:20][CH2:19][N:18]([CH2:1][CH:3]4[C:12]5[C:7](=[CH:8][C:9]([C:13]#[N:14])=[CH:10][CH:11]=5)[O:6][CH2:5][CH2:4]4)[CH2:17][CH2:16]3)=[CH:24][C:25]=2[CH2:29][O:28]1. (6) Given the reactants [F:1][C:2]([F:21])([F:20])[C:3]1[N:8]=[C:7]([N:9]2[CH2:14][CH2:13][NH:12][CH:11]([C:15]([O:17][CH2:18][CH3:19])=[O:16])[CH2:10]2)[CH:6]=[CH:5][CH:4]=1.[C:22]([O:26][CH2:27][CH3:28])(=[O:25])[CH:23]=[CH2:24].C(N(CC)C(C)C)(C)C, predict the reaction product. The product is: [CH2:27]([O:26][C:22](=[O:25])[CH2:23][CH2:24][N:12]1[CH2:13][CH2:14][N:9]([C:7]2[CH:6]=[CH:5][CH:4]=[C:3]([C:2]([F:1])([F:20])[F:21])[N:8]=2)[CH2:10][CH:11]1[C:15]([O:17][CH2:18][CH3:19])=[O:16])[CH3:28]. (7) The product is: [F:1][C:2]1[CH:3]=[C:4]([CH2:13][O:14][C:15]2[CH:20]=[CH:19][C:18]([CH2:21][CH2:22][C:23]([O:25][CH3:26])=[O:24])=[C:17]([CH3:27])[C:16]=2[CH3:28])[C:5]2[O:9][C:8]([CH:10]=[O:11])=[CH:7][C:6]=2[CH:12]=1. Given the reactants [F:1][C:2]1[CH:3]=[C:4]([CH2:13][O:14][C:15]2[CH:20]=[CH:19][C:18]([CH2:21][CH2:22][C:23]([O:25][CH3:26])=[O:24])=[C:17]([CH3:27])[C:16]=2[CH3:28])[C:5]2[O:9][C:8]([CH2:10][OH:11])=[CH:7][C:6]=2[CH:12]=1.CC(OI1(OC(C)=O)(OC(C)=O)OC(=O)C2C=CC=CC1=2)=O, predict the reaction product. (8) Given the reactants [Cl:1][C:2]1[CH:3]=[CH:4][C:5]([C:28]([F:31])([F:30])[F:29])=[C:6]([CH:27]=1)[CH2:7][N:8]1[CH2:13][CH2:12][NH:11][C:10]2[N:14]=[CH:15][C:16]([C:18]3[CH:26]=[CH:25][C:21]([C:22]([OH:24])=O)=[CH:20][CH:19]=3)=[CH:17][C:9]1=2.[CH:32]([N:45]1[CH2:50][CH2:49][NH:48][CH2:47][CH2:46]1)([C:39]1[CH:44]=[CH:43][CH:42]=[CH:41][CH:40]=1)[C:33]1[CH:38]=[CH:37][CH:36]=[CH:35][CH:34]=1, predict the reaction product. The product is: [CH:32]([N:45]1[CH2:50][CH2:49][N:48]([C:22]([C:21]2[CH:25]=[CH:26][C:18]([C:16]3[CH:15]=[N:14][C:10]4[NH:11][CH2:12][CH2:13][N:8]([CH2:7][C:6]5[CH:27]=[C:2]([Cl:1])[CH:3]=[CH:4][C:5]=5[C:28]([F:29])([F:31])[F:30])[C:9]=4[CH:17]=3)=[CH:19][CH:20]=2)=[O:24])[CH2:47][CH2:46]1)([C:39]1[CH:44]=[CH:43][CH:42]=[CH:41][CH:40]=1)[C:33]1[CH:38]=[CH:37][CH:36]=[CH:35][CH:34]=1.